This data is from Full USPTO retrosynthesis dataset with 1.9M reactions from patents (1976-2016). The task is: Predict the reactants needed to synthesize the given product. Given the product [C:1]([O:7][CH2:8][C@@H:9]([O:36][C:37]([CH3:38])([CH3:40])[CH3:39])[C:10]1[C:11]([C:29]2[CH:34]=[CH:33][C:32]([Cl:35])=[CH:31][CH:30]=2)=[C:12]2[C:17](=[CH:18][C:19]=1[CH3:20])[N:16]=[C:15]([CH:41]([CH3:43])[CH3:42])[CH:14]=[CH:13]2)(=[O:6])[C:2]([CH3:4])([CH3:5])[CH3:3], predict the reactants needed to synthesize it. The reactants are: [C:1]([O:7][CH2:8][C@@H:9]([O:36][C:37]([CH3:40])([CH3:39])[CH3:38])[C:10]1[C:11]([C:29]2[CH:34]=[CH:33][C:32]([Cl:35])=[CH:31][CH:30]=2)=[C:12]2[C:17](=[CH:18][C:19]=1[CH3:20])[N:16]=[C:15](OS(C(F)(F)F)(=O)=O)[CH:14]=[CH:13]2)(=[O:6])[C:2]([CH3:5])([CH3:4])[CH3:3].[CH:41]([Mg]Br)([CH3:43])[CH3:42].O1CCCC1.